This data is from Catalyst prediction with 721,799 reactions and 888 catalyst types from USPTO. The task is: Predict which catalyst facilitates the given reaction. Reactant: [Cl:1][C:2]1[CH:23]=[CH:22][C:5]([O:6][C:7]2[CH:16]=[C:15]3[C:10]([CH2:11][CH2:12][C:13]([CH3:21])([C:17]([O:19]C)=[O:18])[CH2:14]3)=[CH:9][CH:8]=2)=[CH:4][CH:3]=1.[OH-].[Li+].Cl. Product: [Cl:1][C:2]1[CH:3]=[CH:4][C:5]([O:6][C:7]2[CH:16]=[C:15]3[C:10]([CH2:11][CH2:12][C:13]([CH3:21])([C:17]([OH:19])=[O:18])[CH2:14]3)=[CH:9][CH:8]=2)=[CH:22][CH:23]=1. The catalyst class is: 200.